Task: Regression. Given two drug SMILES strings and cell line genomic features, predict the synergy score measuring deviation from expected non-interaction effect.. Dataset: NCI-60 drug combinations with 297,098 pairs across 59 cell lines (1) Drug 1: CS(=O)(=O)C1=CC(=C(C=C1)C(=O)NC2=CC(=C(C=C2)Cl)C3=CC=CC=N3)Cl. Drug 2: CCN(CC)CCCC(C)NC1=C2C=C(C=CC2=NC3=C1C=CC(=C3)Cl)OC. Cell line: HT29. Synergy scores: CSS=47.9, Synergy_ZIP=6.43, Synergy_Bliss=2.77, Synergy_Loewe=-19.8, Synergy_HSA=0.777. (2) Drug 1: CCCS(=O)(=O)NC1=C(C(=C(C=C1)F)C(=O)C2=CNC3=C2C=C(C=N3)C4=CC=C(C=C4)Cl)F. Drug 2: CCCCC(=O)OCC(=O)C1(CC(C2=C(C1)C(=C3C(=C2O)C(=O)C4=C(C3=O)C=CC=C4OC)O)OC5CC(C(C(O5)C)O)NC(=O)C(F)(F)F)O. Cell line: EKVX. Synergy scores: CSS=-0.357, Synergy_ZIP=0.134, Synergy_Bliss=-1.38, Synergy_Loewe=-1.68, Synergy_HSA=-3.34.